This data is from Peptide-MHC class I binding affinity with 185,985 pairs from IEDB/IMGT. The task is: Regression. Given a peptide amino acid sequence and an MHC pseudo amino acid sequence, predict their binding affinity value. This is MHC class I binding data. (1) The peptide sequence is VTWIPDWDFVS. The MHC is Mamu-A01 with pseudo-sequence Mamu-A01. The binding affinity (normalized) is 0.331. (2) The peptide sequence is YYYNFSEDL. The MHC is HLA-A69:01 with pseudo-sequence HLA-A69:01. The binding affinity (normalized) is 0.0847. (3) The peptide sequence is RVATENIAV. The MHC is HLA-B58:01 with pseudo-sequence HLA-B58:01. The binding affinity (normalized) is 0.0847.